From a dataset of Reaction yield outcomes from USPTO patents with 853,638 reactions. Predict the reaction yield, written as a fraction of the theoretical maximum amount of product (1.0 means a 100% yield; for example, 0.34 means a 34% yield). (1) The reactants are [CH2:1]([Li])[CH2:2][CH2:3][CH3:4].O=O.Br[C:9]1[CH:10]=[CH:11][C:12]([F:27])=[C:13]([CH:26]=1)[CH2:14][C:15]1[CH:25]=[CH:24][C:18]([O:19][CH:20]2[CH2:23][O:22][CH2:21]2)=[CH:17][CH:16]=1.CON(C)[C:31](=[O:83])[C@H:32]([O:75]CC1C=CC=CC=1)[C@@H:33]([O:67][CH2:68][C:69]1[CH:74]=[CH:73][CH:72]=[CH:71][CH:70]=1)[C@H:34]([O:59][CH2:60][C:61]1[CH:66]=[CH:65][CH:64]=[CH:63][CH:62]=1)[C:35]([OH:58])([CH2:47][O:48][CH2:49][C:50]1[CH:55]=[CH:54][C:53]([O:56][CH3:57])=[CH:52][CH:51]=1)[CH2:36][O:37][CH2:38][C:39]1[CH:44]=[CH:43][C:42]([O:45][CH3:46])=[CH:41][CH:40]=1.[Al].O1C[CH2:89][CH2:88][CH2:87]1. The catalyst is C(OCC)C. The product is [CH2:1]([O:75][CH:32]1[C@@H:33]([O:67][CH2:68][C:69]2[CH:70]=[CH:71][CH:72]=[CH:73][CH:74]=2)[C@H:34]([O:59][CH2:60][C:61]2[CH:66]=[CH:65][CH:64]=[CH:63][CH:62]=2)[C:35]([CH2:47][O:48][CH2:49][C:50]2[CH:51]=[CH:52][C:53]([O:56][CH3:57])=[CH:54][CH:55]=2)([CH2:36][O:37][CH2:38][C:39]2[CH:40]=[CH:41][C:42]([O:45][CH3:46])=[CH:43][CH:44]=2)[O:58][C:31]1([C:9]1[CH:10]=[CH:11][C:12]([F:27])=[C:13]([CH2:14][C:15]2[CH:25]=[CH:24][C:18]([O:19][CH:20]3[CH2:23][O:22][CH2:21]3)=[CH:17][CH:16]=2)[CH:26]=1)[OH:83])[C:2]1[CH:89]=[CH:88][CH:87]=[CH:4][CH:3]=1. The yield is 0.590. (2) The reactants are [Cl:1][C:2]1[N:11]=[C:10](Cl)[C:9]2[CH2:8][CH2:7][CH2:6][CH:5]([C:13]3[CH:18]=[CH:17][C:16]([F:19])=[CH:15][CH:14]=3)[C:4]=2[N:3]=1.[Cl-].[NH4+]. The catalyst is CC(C)=O.O.[Zn]. The product is [Cl:1][C:2]1[N:11]=[CH:10][C:9]2[CH2:8][CH2:7][CH2:6][CH:5]([C:13]3[CH:18]=[CH:17][C:16]([F:19])=[CH:15][CH:14]=3)[C:4]=2[N:3]=1. The yield is 0.197. (3) The reactants are Br[C:2]1[CH:3]=[C:4]2[C:9](=[CH:10][CH:11]=1)[N:8]=[CH:7][CH:6]=[C:5]2[Cl:12].[O:13]1[CH2:18][CH2:17][CH:16]([SH:19])[CH2:15][CH2:14]1.C(N(CC)CC)C. The catalyst is [Pd].C1([PH+](C2C=CC=CC=2)C2C=CC=CC=2)C=CC=CC=1.C1([PH+](C2C=CC=CC=2)C2C=CC=CC=2)C=CC=CC=1.C1([PH+](C2C=CC=CC=2)C2C=CC=CC=2)C=CC=CC=1.C1([PH+](C2C=CC=CC=2)C2C=CC=CC=2)C=CC=CC=1.C(#N)C. The product is [Cl:12][C:5]1[C:4]2[C:9](=[CH:10][CH:11]=[C:2]([S:19][CH:16]3[CH2:17][CH2:18][O:13][CH2:14][CH2:15]3)[CH:3]=2)[N:8]=[CH:7][CH:6]=1. The yield is 0.303. (4) The yield is 0.410. The catalyst is CO.[Pd]. The product is [CH3:1][C:2]1[N:7]2[CH:8]=[C:9]([CH2:11][CH2:12][C:13]3[N:14]([CH3:23])[CH:15]=[C:16]([C:18]4[S:19][CH:20]=[CH:21][CH:22]=4)[N:17]=3)[N:10]=[C:6]2[N:5]=[C:4]([CH3:24])[CH:3]=1. The reactants are [CH3:1][C:2]1[N:7]2[CH:8]=[C:9](/[CH:11]=[CH:12]/[C:13]3[N:14]([CH3:23])[CH:15]=[C:16]([C:18]4[S:19][CH:20]=[CH:21][CH:22]=4)[N:17]=3)[N:10]=[C:6]2[N:5]=[C:4]([CH3:24])[CH:3]=1.[H][H]. (5) The reactants are C([O:9][C@H:10]1[C@:14]([F:16])([CH3:15])[C@H:13]([N:17]2[CH:25]=[N:24][C:23]3[C:18]2=[N:19][C:20]([NH2:27])=[N:21][C:22]=3Cl)[O:12][C@@H:11]1[CH2:28][O:29]C(=O)C1C=CC=CC=1)(=O)C1C=CC=CC=1.[CH3:38][NH2:39]. The catalyst is CO. The product is [NH2:27][C:20]1[N:19]=[C:18]2[C:23]([N:24]=[CH:25][N:17]2[C@@H:13]2[O:12][C@H:11]([CH2:28][OH:29])[C@@H:10]([OH:9])[C@:14]2([F:16])[CH3:15])=[C:22]([NH:39][CH3:38])[N:21]=1. The yield is 0.840. (6) The reactants are Br[C:2]1[CH:3]=[CH:4][C:5]([C:8]([F:11])([F:10])[F:9])=[N:6][CH:7]=1.[Br:12][C:13]1[CH:14]=[C:15]2[C:19](=[CH:20][CH:21]=1)[NH:18][CH:17]=[CH:16]2.C(=O)([O-])[O-].[Cs+].[Cs+]. The catalyst is CN(C=O)C. The product is [Br:12][C:13]1[CH:14]=[C:15]2[C:19](=[CH:20][CH:21]=1)[N:18]([C:2]1[CH:7]=[N:6][C:5]([C:8]([F:11])([F:10])[F:9])=[CH:4][CH:3]=1)[CH:17]=[CH:16]2. The yield is 0.421. (7) The reactants are [Cl:1][C:2]1[CH:7]=[CH:6][C:5]([CH3:8])=[CH:4][C:3]=1[NH:9][C:10]1[N:15]2[N:16]=[CH:17][C:18]([S:19]([NH2:22])(=[O:21])=[O:20])=[C:14]2[N:13]=[CH:12][C:11]=1[C:23]([N:25]1[CH2:30][CH2:29][CH:28]([C:31]2[CH:36]=[CH:35][C:34]([F:37])=[CH:33][CH:32]=2)[CH2:27][CH2:26]1)=[O:24].[C:38](O)(=[O:41])[CH2:39][CH3:40]. No catalyst specified. The product is [Cl:1][C:2]1[CH:7]=[CH:6][C:5]([CH3:8])=[CH:4][C:3]=1[NH:9][C:10]1[N:15]2[N:16]=[CH:17][C:18]([S:19]([NH:22][C:38]([CH2:39][CH3:40])=[O:41])(=[O:21])=[O:20])=[C:14]2[N:13]=[CH:12][C:11]=1[C:23]([N:25]1[CH2:30][CH2:29][CH:28]([C:31]2[CH:32]=[CH:33][C:34]([F:37])=[CH:35][CH:36]=2)[CH2:27][CH2:26]1)=[O:24]. The yield is 0.920. (8) The reactants are OCC[N:4]1[C:12]2[C:7](=[CH:8][C:9]([O:13][CH2:14][C:15]3[CH:20]=[CH:19][CH:18]=[CH:17][CH:16]=3)=[CH:10][CH:11]=2)[CH:6]=[CH:5]1.C(OC(=O)C)(=O)C.C(N(CC)CC)C. The catalyst is CN(C1C=CN=CC=1)C.C1COCC1. The product is [CH2:14]([O:13][C:9]1[CH:8]=[C:7]2[C:12](=[CH:11][CH:10]=1)[NH:4][CH:5]=[CH:6]2)[C:15]1[CH:16]=[CH:17][CH:18]=[CH:19][CH:20]=1. The yield is 0.990.